From a dataset of Forward reaction prediction with 1.9M reactions from USPTO patents (1976-2016). Predict the product of the given reaction. Given the reactants Br[C:2]1[C:3]([F:19])=[CH:4][C:5]2[O:11][CH2:10][CH2:9][N:8]3[CH:12]=[C:13]([C:15]([NH2:17])=[O:16])[N:14]=[C:7]3[C:6]=2[CH:18]=1.[OH:20][C:21]([CH3:29])([C:27]#[CH:28])[C:22]([N:24]([CH3:26])[CH3:25])=[O:23], predict the reaction product. The product is: [CH3:25][N:24]([CH3:26])[C:22](=[O:23])[C:21]([OH:20])([CH3:29])[C:27]#[C:28][C:2]1[C:3]([F:19])=[CH:4][C:5]2[O:11][CH2:10][CH2:9][N:8]3[CH:12]=[C:13]([C:15]([NH2:17])=[O:16])[N:14]=[C:7]3[C:6]=2[CH:18]=1.